From a dataset of Full USPTO retrosynthesis dataset with 1.9M reactions from patents (1976-2016). Predict the reactants needed to synthesize the given product. (1) Given the product [Cl:14][C:15]1[CH:27]=[C:26]([O:28][CH2:29][CH:30]=[C:31]([Cl:33])[Cl:32])[CH:25]=[C:24]([Cl:34])[C:16]=1[O:17][CH2:18][CH2:19][CH2:20][CH2:21][O:22][N:23]=[CH:7][C:6]1[CH:9]=[CH:10][C:3]([C:2]([F:12])([F:11])[F:1])=[CH:4][CH:5]=1, predict the reactants needed to synthesize it. The reactants are: [F:1][C:2]([F:12])([F:11])[C:3]1[CH:10]=[CH:9][C:6]([CH:7]=O)=[CH:5][CH:4]=1.Cl.[Cl:14][C:15]1[CH:27]=[C:26]([O:28][CH2:29][CH:30]=[C:31]([Cl:33])[Cl:32])[CH:25]=[C:24]([Cl:34])[C:16]=1[O:17][CH2:18][CH2:19][CH2:20][CH2:21][O:22][NH2:23].C(O)(=O)CC(CC(O)=O)(C(O)=O)O. (2) Given the product [CH3:15][C@H:16]1[CH2:21][CH2:20][CH2:19][C@@H:18]([CH3:22])[N:17]1[C:23]1[N:27]2[CH:28]=[C:29]([O:12][C@H:5]3[C:6]4[C:11](=[CH:10][CH:9]=[CH:8][CH:7]=4)[C@@H:2]([NH2:1])[CH2:3][CH2:4]3)[CH:30]=[CH:31][C:26]2=[N:25][N:24]=1, predict the reactants needed to synthesize it. The reactants are: [NH2:1][C@@H:2]1[C:11]2[C:6](=[CH:7][CH:8]=[CH:9][CH:10]=2)[C@H:5]([OH:12])[CH2:4][CH2:3]1.[H-].[Na+].[CH3:15][C@H:16]1[CH2:21][CH2:20][CH2:19][C@@H:18]([CH3:22])[N:17]1[C:23]1[N:27]2[CH:28]=[C:29](F)[CH:30]=[CH:31][C:26]2=[N:25][N:24]=1. (3) The reactants are: [CH2:1]([C:5]1=[CH:6][N:7]([C:18]([CH3:21])([CH3:20])[CH3:19])[S:8]/[C:9]/1=[N:10]\[C:11]([CH:13]1[CH2:17][CH2:16][NH:15][CH2:14]1)=[O:12])[CH2:2][CH2:3][CH3:4].F[C:23]1[N:30]=[CH:29][CH:28]=[CH:27][C:24]=1[C:25]#[N:26].C(N(CC)CC)C. Given the product [CH2:1]([C:5]1=[CH:6][N:7]([C:18]([CH3:20])([CH3:19])[CH3:21])[S:8]/[C:9]/1=[N:10]\[C:11]([CH:13]1[CH2:17][CH2:16][N:15]([C:23]2[C:24]([C:25]#[N:26])=[CH:27][CH:28]=[CH:29][N:30]=2)[CH2:14]1)=[O:12])[CH2:2][CH2:3][CH3:4], predict the reactants needed to synthesize it.